This data is from Peptide-MHC class I binding affinity with 185,985 pairs from IEDB/IMGT. The task is: Regression. Given a peptide amino acid sequence and an MHC pseudo amino acid sequence, predict their binding affinity value. This is MHC class I binding data. (1) The peptide sequence is MLAFQPTYL. The MHC is HLA-A02:01 with pseudo-sequence HLA-A02:01. The binding affinity (normalized) is 0.736. (2) The peptide sequence is RDYVDRFYKTL. The MHC is HLA-B35:01 with pseudo-sequence HLA-B35:01. The binding affinity (normalized) is 0. (3) The peptide sequence is VELLSFLPSDF. The MHC is HLA-B40:01 with pseudo-sequence HLA-B40:01. The binding affinity (normalized) is 0.203. (4) The peptide sequence is KQGDVFYTA. The MHC is HLA-A68:02 with pseudo-sequence HLA-A68:02. The binding affinity (normalized) is 0.0847. (5) The peptide sequence is VILFIMFMLI. The MHC is HLA-A02:03 with pseudo-sequence HLA-A02:03. The binding affinity (normalized) is 0.386. (6) The peptide sequence is FQLAAPSGF. The MHC is HLA-A02:19 with pseudo-sequence HLA-A02:19. The binding affinity (normalized) is 0.132. (7) The binding affinity (normalized) is 0.0847. The peptide sequence is SLASIGTSF. The MHC is HLA-B15:09 with pseudo-sequence HLA-B15:09. (8) The peptide sequence is QLIRLLTW. The binding affinity (normalized) is 0. The MHC is Mamu-B17 with pseudo-sequence Mamu-B17. (9) The peptide sequence is SQIETGTPF. The MHC is HLA-A31:01 with pseudo-sequence HLA-A31:01. The binding affinity (normalized) is 0.0847.